Task: Predict which catalyst facilitates the given reaction.. Dataset: Catalyst prediction with 721,799 reactions and 888 catalyst types from USPTO (1) Product: [I:1][C:2]1[CH:10]=[CH:9][CH:8]=[CH:7][C:3]=1[C:4]([NH:23][NH2:24])=[O:5]. Reactant: [I:1][C:2]1[CH:10]=[CH:9][CH:8]=[CH:7][C:3]=1[C:4](O)=[O:5].C(N1C=CN=C1)(N1C=CN=C1)=O.[NH2:23][NH2:24].O. The catalyst class is: 4. (2) Reactant: [Cl:1][C:2]1[CH:7]=[CH:6][CH:5]=[CH:4][C:3]=1[C@H:8]1[NH:13][CH2:12][C@@H:11]([CH3:14])[O:10][CH2:9]1.Br[C:16]1[CH:17]=[CH:18][C:19]2[O:20][CH2:21][C:22](=[O:26])[NH:23][C:24]=2[N:25]=1. Product: [Cl:1][C:2]1[CH:7]=[CH:6][CH:5]=[CH:4][C:3]=1[C@H:8]1[CH2:9][O:10][C@@H:11]([CH3:14])[CH2:12][N:13]1[C:16]1[CH:17]=[CH:18][C:19]2[O:20][CH2:21][C:22](=[O:26])[NH:23][C:24]=2[N:25]=1. The catalyst class is: 16. (3) Reactant: Cl[C:2]1[CH:7]=[CH:6][N:5]=[C:4]([N:8]2[CH2:13][CH2:12][N:11]([C:14]([O:16][CH2:17][CH:18]([CH3:20])[CH3:19])=[O:15])[CH2:10][CH2:9]2)[N:3]=1.[F:21][CH:22]([F:38])[C:23]1[CH:28]=[CH:27][CH:26]=[CH:25][C:24]=1B1OC(C)(C)C(C)(C)O1.C([O-])([O-])=O.[K+].[K+].O. Product: [F:21][CH:22]([F:38])[C:23]1[CH:28]=[CH:27][CH:26]=[CH:25][C:24]=1[C:2]1[CH:7]=[CH:6][N:5]=[C:4]([N:8]2[CH2:13][CH2:12][N:11]([C:14]([O:16][CH2:17][CH:18]([CH3:20])[CH3:19])=[O:15])[CH2:10][CH2:9]2)[N:3]=1. The catalyst class is: 790. (4) Reactant: [Br:1][C:2]1[N:3]([C:12]2[N:13]=[CH:14][N:15]=[C:16]([NH2:19])[C:17]=2[N:18]=1)[C@@H:4]1[O:11][C@H:8]([CH2:9][OH:10])[C@@H:6]([OH:7])[CH2:5]1.[CH3:20][O:21][C:22]1[CH:27]=[CH:26][C:25]([C:28](Cl)([C:35]2[CH:40]=[CH:39][C:38]([O:41][CH3:42])=[CH:37][CH:36]=2)[C:29]2[CH:34]=[CH:33][CH:32]=[CH:31][CH:30]=2)=[CH:24][CH:23]=1.C[Si](C)(C)Cl.[C:49](Cl)(=[O:56])[C:50]1[CH:55]=[CH:54][CH:53]=[CH:52][CH:51]=1. Product: [C:49]([NH:19][C:16]1[C:17]2[N:18]=[C:2]([Br:1])[N:3]([C:12]=2[N:13]=[CH:14][N:15]=1)[C@@H:4]1[O:11][C@H:8]([CH2:9][O:10][C:28]([C:29]2[CH:34]=[CH:33][CH:32]=[CH:31][CH:30]=2)([C:35]2[CH:40]=[CH:39][C:38]([O:41][CH3:42])=[CH:37][CH:36]=2)[C:25]2[CH:26]=[CH:27][C:22]([O:21][CH3:20])=[CH:23][CH:24]=2)[C@@H:6]([OH:7])[CH2:5]1)(=[O:56])[C:50]1[CH:55]=[CH:54][CH:53]=[CH:52][CH:51]=1. The catalyst class is: 17. (5) Reactant: [Cl:1][C:2]1[CH:7]=[CH:6][C:5]([N:8]=[C:9]=[O:10])=[CH:4][CH:3]=1.[NH2:11][C:12]1[S:27][C:15]2[CH2:16][N:17]([C:20]([O:22][C:23]([CH3:26])([CH3:25])[CH3:24])=[O:21])[CH2:18][CH2:19][C:14]=2[C:13]=1[C:28](=[O:30])[NH2:29].C(N(CC)CC)C. Product: [C:28]([C:13]1[C:14]2[CH2:19][CH2:18][N:17]([C:20]([O:22][C:23]([CH3:25])([CH3:24])[CH3:26])=[O:21])[CH2:16][C:15]=2[S:27][C:12]=1[NH:11][C:9]([NH:8][C:5]1[CH:6]=[CH:7][C:2]([Cl:1])=[CH:3][CH:4]=1)=[O:10])(=[O:30])[NH2:29]. The catalyst class is: 7. (6) The catalyst class is: 8. Product: [F:1][C:2]1[CH:32]=[CH:31][C:5]([C:6](=[N:33][OH:34])[C:8]2[CH:30]=[CH:29][C:11]([O:12][CH2:13][C:14]#[C:15][C:16]3[CH:21]=[CH:20][C:19]([CH2:22][C@H:23]([O:27][CH3:28])[C:24]([OH:26])=[O:25])=[CH:18][CH:17]=3)=[CH:10][CH:9]=2)=[CH:4][CH:3]=1. Reactant: [F:1][C:2]1[CH:32]=[CH:31][C:5]([C:6]([C:8]2[CH:30]=[CH:29][C:11]([O:12][CH2:13][C:14]#[C:15][C:16]3[CH:21]=[CH:20][C:19]([CH2:22][C@H:23]([O:27][CH3:28])[C:24]([OH:26])=[O:25])=[CH:18][CH:17]=3)=[CH:10][CH:9]=2)=O)=[CH:4][CH:3]=1.[NH2:33][OH:34].N1C=CC=CC=1. (7) Reactant: C([N:8]1[CH2:13][CH2:12][CH:11]([C:14]2[CH:15]=[CH:16][C:17]([Cl:22])=[C:18]([CH:21]=2)[C:19]#[N:20])[CH2:10][CH2:9]1)C1C=CC=CC=1.ClC(OC(Cl)=O)C. Product: [Cl:22][C:17]1[CH:16]=[CH:15][C:14]([CH:11]2[CH2:12][CH2:13][NH:8][CH2:9][CH2:10]2)=[CH:21][C:18]=1[C:19]#[N:20]. The catalyst class is: 26. (8) Reactant: N#N.[CH3:3]/[C:4](=[CH:8]\[C:9]1[CH:14]=[CH:13][CH:12]=[CH:11][CH:10]=1)/[C:5]([NH2:7])=[O:6].C([O-])(O)=O.[Na+].[CH2:20]([O:22][C:23](=[O:28])[C:24](=O)[CH2:25]Br)[CH3:21].FC(F)(F)C(OC(=O)C(F)(F)F)=O.C([O-])([O-])=O.[Na+].[Na+]. Product: [C:9]1(/[CH:8]=[C:4](/[C:5]2[O:6][CH:25]=[C:24]([C:23]([O:22][CH2:20][CH3:21])=[O:28])[N:7]=2)\[CH3:3])[CH:14]=[CH:13][CH:12]=[CH:11][CH:10]=1. The catalyst class is: 1. (9) Reactant: [CH3:1][C:2]1[CH:3]=[C:4]2[C:9](=[CH:10][CH:11]=1)[N:8]([N:12]=O)[CH2:7][CH:6]([C:14]1[CH:15]=[N:16][C:17]([CH3:20])=[CH:18][CH:19]=1)[CH2:5]2.[Cl-].[NH4+].O.[CH3:24][C:25]([CH3:27])=O. Product: [CH3:1][C:2]1[CH:3]=[C:4]2[C:9](=[CH:10][CH:11]=1)[N:8]([N:12]=[C:25]([CH3:27])[CH3:24])[CH2:7][CH:6]([C:14]1[CH:15]=[N:16][C:17]([CH3:20])=[CH:18][CH:19]=1)[CH2:5]2. The catalyst class is: 401.